Task: Predict the product of the given reaction.. Dataset: Forward reaction prediction with 1.9M reactions from USPTO patents (1976-2016) (1) Given the reactants [F:1][C:2]1[CH:3]=[C:4]2[C:8](=[CH:9][C:10]=1[F:11])[NH:7][C:6](=O)[CH:5]2[CH3:13].B.CO.Cl, predict the reaction product. The product is: [F:1][C:2]1[CH:3]=[C:4]2[C:8](=[CH:9][C:10]=1[F:11])[NH:7][CH2:6][CH:5]2[CH3:13]. (2) Given the reactants [CH3:1][N:2]1[C:6]2[CH:7]=[C:8]([CH:11]=O)[CH:9]=[CH:10][C:5]=2[N:4]=[CH:3]1.[NH2:13][C:14]1[CH:19]=[CH:18][CH:17]=[CH:16][CH:15]=1.[C:20]1([O:26][P:27]([O-:35])[O:28][C:29]2[CH:34]=[CH:33][CH:32]=[CH:31][CH:30]=2)[CH:25]=[CH:24][CH:23]=[CH:22][CH:21]=1.C1(OP(C(C2C=CC=C(C)N=2)NC2C=CC=CC=2)(=O)OC2C=CC=CC=2)C=CC=CC=1, predict the reaction product. The product is: [CH3:1][N:2]1[C:6]2[CH:7]=[C:8]([CH:11]([P:27](=[O:35])([O:28][C:29]3[CH:34]=[CH:33][CH:32]=[CH:31][CH:30]=3)[O:26][C:20]3[CH:21]=[CH:22][CH:23]=[CH:24][CH:25]=3)[NH:13][C:14]3[CH:19]=[CH:18][CH:17]=[CH:16][CH:15]=3)[CH:9]=[CH:10][C:5]=2[N:4]=[CH:3]1.